This data is from Forward reaction prediction with 1.9M reactions from USPTO patents (1976-2016). The task is: Predict the product of the given reaction. (1) Given the reactants C([O:3][C:4]([C:6]1([C:11]2[CH:16]=[C:15]([O:17][CH2:18][C:19]([F:22])([F:21])[F:20])[C:14]([C:23]3[CH:28]=[CH:27][C:26]([C:29]([F:32])([F:31])[F:30])=[CH:25][CH:24]=3)=[C:13]([Cl:33])[CH:12]=2)[CH2:10][CH2:9][CH2:8][CH2:7]1)=[O:5])C.[Li+].[OH-], predict the reaction product. The product is: [Cl:33][C:13]1[CH:12]=[C:11]([C:6]2([C:4]([OH:5])=[O:3])[CH2:7][CH2:8][CH2:9][CH2:10]2)[CH:16]=[C:15]([O:17][CH2:18][C:19]([F:21])([F:22])[F:20])[C:14]=1[C:23]1[CH:24]=[CH:25][C:26]([C:29]([F:30])([F:31])[F:32])=[CH:27][CH:28]=1. (2) Given the reactants [CH3:1][C@H:2]1[NH:7][CH2:6][CH2:5][N:4]([C:8]2[C:13]([C:14]([F:17])([F:16])[F:15])=[CH:12][CH:11]=[CH:10][N:9]=2)[CH2:3]1.[Br:18][C:19]1[C:27]2[N:26]=[C:25](Cl)[NH:24][C:23]=2[CH:22]=[C:21]([C:29]([F:32])([F:31])[F:30])[CH:20]=1, predict the reaction product. The product is: [Br:18][C:19]1[C:27]2[NH:26][C:25]([N:7]3[CH2:6][CH2:5][N:4]([C:8]4[C:13]([C:14]([F:17])([F:15])[F:16])=[CH:12][CH:11]=[CH:10][N:9]=4)[CH2:3][C@H:2]3[CH3:1])=[N:24][C:23]=2[CH:22]=[C:21]([C:29]([F:32])([F:31])[F:30])[CH:20]=1.